From a dataset of Catalyst prediction with 721,799 reactions and 888 catalyst types from USPTO. Predict which catalyst facilitates the given reaction. (1) Reactant: [Cl:1][C:2]1[N:7]=[C:6]([C:8]([OH:10])=O)[C:5]([F:11])=[CH:4][CH:3]=1.F[P-](F)(F)(F)(F)F.N1(OC(N(C)C)=[N+](C)C)C2N=CC=CC=2N=N1.CCN(C(C)C)C(C)C.[NH:45]1[C:53]2[C:48](=[C:49]([C:54]3[CH:55]=[C:56]([NH2:63])[C:57]4[CH:58]=[N:59][NH:60][C:61]=4[CH:62]=3)[CH:50]=[CH:51][CH:52]=2)[CH:47]=[CH:46]1. Product: [Cl:1][C:2]1[N:7]=[C:6]([C:8]([NH:63][C:56]2[CH:55]=[C:54]([C:49]3[CH:50]=[CH:51][CH:52]=[C:53]4[C:48]=3[CH:47]=[CH:46][NH:45]4)[CH:62]=[C:61]3[C:57]=2[CH:58]=[N:59][NH:60]3)=[O:10])[C:5]([F:11])=[CH:4][CH:3]=1. The catalyst class is: 121. (2) Reactant: Br[C:2]1[CH:7]=[CH:6][C:5]([O:8][CH2:9][CH2:10][O:11][CH2:12][CH2:13][O:14][CH3:15])=[CH:4][CH:3]=1.[B:16]1([B:16]2[O:20][C:19]([CH3:22])([CH3:21])[C:18]([CH3:24])([CH3:23])[O:17]2)[O:20][C:19]([CH3:22])([CH3:21])[C:18]([CH3:24])([CH3:23])[O:17]1.CC([O-])=O.[K+]. Product: [CH3:15][O:14][CH2:13][CH2:12][O:11][CH2:10][CH2:9][O:8][C:5]1[CH:6]=[CH:7][C:2]([B:16]2[O:20][C:19]([CH3:22])([CH3:21])[C:18]([CH3:24])([CH3:23])[O:17]2)=[CH:3][CH:4]=1. The catalyst class is: 462.